Dataset: Catalyst prediction with 721,799 reactions and 888 catalyst types from USPTO. Task: Predict which catalyst facilitates the given reaction. (1) Reactant: C1N=CN([C:6]([N:8]2[CH:12]=N[CH:10]=[CH:9]2)=[O:7])C=1.[O:13]1[CH2:18][CH2:17][CH:16](C(O)=O)[CH2:15][CH2:14]1.[Cl:22][C:23]1[C:35]([CH2:36][N:37]2[CH2:41][CH2:40][CH2:39][CH2:38]2)=[CH:34][CH:33]=[CH:32][C:24]=1[O:25][C@H:26]1[CH2:29][C@H](CN)[CH2:27]1. Product: [ClH:22].[Cl:22][C:23]1[C:35]([CH2:36][N:37]2[CH2:41][CH2:40][CH2:39][CH2:38]2)=[CH:34][CH:33]=[CH:32][C:24]=1[O:25][C@H:26]1[CH2:29][C@H:10]([CH2:9][N:8]([CH3:12])[C:6]([CH:16]2[CH2:15][CH2:14][O:13][CH2:18][CH2:17]2)=[O:7])[CH2:27]1. The catalyst class is: 1. (2) Reactant: Cl[C:2]1[CH:3]=[C:4]([NH:11][C:12]2[CH:17]=[CH:16][CH:15]=[CH:14][N:13]=2)[C:5]2[N:6]([CH:8]=[CH:9][N:10]=2)[N:7]=1.[C:18]1(C)[CH:23]=[CH:22][CH:21]=[CH:20][CH:19]=1.C1(B(O)O)CCCCC=1.C(=O)([O-])[O-].[K+].[K+]. Product: [C:18]1([C:2]2[CH:3]=[C:4]([NH:11][C:12]3[CH:17]=[CH:16][CH:15]=[CH:14][N:13]=3)[C:5]3[N:6]([CH:8]=[CH:9][N:10]=3)[N:7]=2)[CH2:23][CH2:22][CH2:21][CH2:20][CH:19]=1. The catalyst class is: 461. (3) Reactant: C1COCC1.[OH-].[K+].C([O:11][C@H:12]1[C@@H:15]([C:16]2[CH:21]=[CH:20][CH:19]=[CH:18][CH:17]=2)[NH:14][C:13]1=[O:22])(=O)C.C(=O)(O)[O-].[Na+]. Product: [OH:11][C@H:12]1[C@@H:15]([C:16]2[CH:21]=[CH:20][CH:19]=[CH:18][CH:17]=2)[NH:14][C:13]1=[O:22]. The catalyst class is: 6. (4) Reactant: [NH2:1][C:2](=[O:34])[C@@H:3]([NH:12][C:13](=[O:33])[C@@H:14]([NH:16][C:17](=[O:32])[C@@H:18]([NH:20][C:21](=[O:31])[CH2:22][NH:23][C:24]1[S:25][C:26]([CH:29]=[O:30])=[CH:27][N:28]=1)[CH3:19])[CH3:15])[CH2:4][C:5]1[CH:10]=[CH:9][C:8]([OH:11])=[CH:7][CH:6]=1.[BH4-].[Na+]. Product: [NH2:1][C:2](=[O:34])[C@@H:3]([NH:12][C:13](=[O:33])[C@@H:14]([NH:16][C:17](=[O:32])[C@@H:18]([NH:20][C:21](=[O:31])[CH2:22][NH:23][C:24]1[S:25][C:26]([CH2:29][OH:30])=[CH:27][N:28]=1)[CH3:19])[CH3:15])[CH2:4][C:5]1[CH:6]=[CH:7][C:8]([OH:11])=[CH:9][CH:10]=1. The catalyst class is: 88. (5) Reactant: [Cl:1][C:2]1[C:11]([O:12][CH:13]([C:18]2([F:31])[CH2:23][CH2:22][N:21](C(OC(C)(C)C)=O)[CH2:20][CH2:19]2)[C:14]([F:17])([F:16])[F:15])=[N:10][C:9]2[C:4](=[CH:5][CH:6]=[CH:7][CH:8]=2)[N:3]=1.Cl. Product: [ClH:1].[Cl:1][C:2]1[C:11]([O:12][CH:13]([C:18]2([F:31])[CH2:23][CH2:22][NH:21][CH2:20][CH2:19]2)[C:14]([F:15])([F:16])[F:17])=[N:10][C:9]2[C:4](=[CH:5][CH:6]=[CH:7][CH:8]=2)[N:3]=1. The catalyst class is: 5. (6) Reactant: [OH:1][C:2]1[CH:7]=[CH:6][C:5]([C:8](=[O:29])[CH2:9][CH2:10][C:11]2[C:12]([CH:26]([CH3:28])[CH3:27])=[N:13][N:14]([C:16]3[CH:21]=[CH:20][C:19]([C:22]([F:25])([F:24])[F:23])=[CH:18][CH:17]=3)[CH:15]=2)=[CH:4][C:3]=1[CH3:30].C(=O)([O-])[O-].[K+].[K+].Br[C:38]([CH3:45])([CH3:44])[C:39]([O:41][CH2:42][CH3:43])=[O:40].[Cl-].[NH4+]. Product: [CH:26]([C:12]1[C:11]([CH2:10][CH2:9][C:8]([C:5]2[CH:6]=[CH:7][C:2]([O:1][C:38]([CH3:45])([CH3:44])[C:39]([O:41][CH2:42][CH3:43])=[O:40])=[C:3]([CH3:30])[CH:4]=2)=[O:29])=[CH:15][N:14]([C:16]2[CH:21]=[CH:20][C:19]([C:22]([F:25])([F:24])[F:23])=[CH:18][CH:17]=2)[N:13]=1)([CH3:27])[CH3:28]. The catalyst class is: 131. (7) Reactant: [CH2:1]([O:8][C:9]([N:11]1[CH2:15][C@H:14]([O:16][C:17]([CH3:20])([CH3:19])[CH3:18])[CH2:13][C@H:12]1[CH2:21][N:22]1C(=O)C2C(=CC=CC=2)C1=O)=[O:10])[C:2]1[CH:7]=[CH:6][CH:5]=[CH:4][CH:3]=1.O.NN. Product: [CH2:1]([O:8][C:9]([N:11]1[CH2:15][C@H:14]([O:16][C:17]([CH3:18])([CH3:19])[CH3:20])[CH2:13][C@H:12]1[CH2:21][NH2:22])=[O:10])[C:2]1[CH:7]=[CH:6][CH:5]=[CH:4][CH:3]=1. The catalyst class is: 14. (8) Reactant: Br[C:2]1[N:7]=[C:6]([C:8]2[N:12]3[CH:13]=[CH:14][N:15]=[C:16]([N:17]4[CH2:22][CH2:21][N:20]([CH3:23])[CH2:19][CH2:18]4)[C:11]3=[N:10][CH:9]=2)[CH:5]=[CH:4][CH:3]=1.[C:24]([O:28][C:29](=[O:41])[NH:30][CH2:31][CH2:32][CH:33]([NH2:40])[C:34]1[CH:39]=[CH:38][CH:37]=[CH:36][CH:35]=1)([CH3:27])([CH3:26])[CH3:25].CN(C1C(C2C(P(C3CCCCC3)C3CCCCC3)=CC=CC=2)=CC=CC=1)C.C([O-])([O-])=O.[K+].[K+]. Product: [C:24]([O:28][C:29](=[O:41])[NH:30][CH2:31][CH2:32][CH:33]([NH:40][C:2]1[CH:3]=[CH:4][CH:5]=[C:6]([C:8]2[N:12]3[CH:13]=[CH:14][N:15]=[C:16]([N:17]4[CH2:22][CH2:21][N:20]([CH3:23])[CH2:19][CH2:18]4)[C:11]3=[N:10][CH:9]=2)[N:7]=1)[C:34]1[CH:39]=[CH:38][CH:37]=[CH:36][CH:35]=1)([CH3:27])([CH3:25])[CH3:26]. The catalyst class is: 62.